Dataset: Peptide-MHC class II binding affinity with 134,281 pairs from IEDB. Task: Regression. Given a peptide amino acid sequence and an MHC pseudo amino acid sequence, predict their binding affinity value. This is MHC class II binding data. (1) The peptide sequence is APYHFDLSGHAFGAM. The MHC is DRB5_0101 with pseudo-sequence DRB5_0101. The binding affinity (normalized) is 0.632. (2) The MHC is DRB3_0101 with pseudo-sequence DRB3_0101. The peptide sequence is NKFVSPKSVSGTFVA. The binding affinity (normalized) is 0.183.